From a dataset of NCI-60 drug combinations with 297,098 pairs across 59 cell lines. Regression. Given two drug SMILES strings and cell line genomic features, predict the synergy score measuring deviation from expected non-interaction effect. (1) Drug 1: CC12CCC3C(C1CCC2NC(=O)OCC(F)(F)F)CCC4C3(C=CC(=O)N4C)C. Drug 2: C1CC(C1)(C(=O)O)C(=O)O.[NH2-].[NH2-].[Pt+2]. Cell line: SW-620. Synergy scores: CSS=33.3, Synergy_ZIP=-2.62, Synergy_Bliss=-0.0684, Synergy_Loewe=-1.02, Synergy_HSA=0.213. (2) Drug 1: C1CCC(CC1)NC(=O)N(CCCl)N=O. Drug 2: CCC1(CC2CC(C3=C(CCN(C2)C1)C4=CC=CC=C4N3)(C5=C(C=C6C(=C5)C78CCN9C7C(C=CC9)(C(C(C8N6C=O)(C(=O)OC)O)OC(=O)C)CC)OC)C(=O)OC)O.OS(=O)(=O)O. Cell line: LOX IMVI. Synergy scores: CSS=34.3, Synergy_ZIP=-0.678, Synergy_Bliss=-0.687, Synergy_Loewe=-7.37, Synergy_HSA=3.68. (3) Drug 1: CCCCC(=O)OCC(=O)C1(CC(C2=C(C1)C(=C3C(=C2O)C(=O)C4=C(C3=O)C=CC=C4OC)O)OC5CC(C(C(O5)C)O)NC(=O)C(F)(F)F)O. Drug 2: C(CN)CNCCSP(=O)(O)O. Cell line: LOX IMVI. Synergy scores: CSS=55.2, Synergy_ZIP=2.68, Synergy_Bliss=1.21, Synergy_Loewe=-38.6, Synergy_HSA=-0.480. (4) Drug 1: CC1C(C(=O)NC(C(=O)N2CCCC2C(=O)N(CC(=O)N(C(C(=O)O1)C(C)C)C)C)C(C)C)NC(=O)C3=C4C(=C(C=C3)C)OC5=C(C(=O)C(=C(C5=N4)C(=O)NC6C(OC(=O)C(N(C(=O)CN(C(=O)C7CCCN7C(=O)C(NC6=O)C(C)C)C)C)C(C)C)C)N)C. Drug 2: C1=NC2=C(N=C(N=C2N1C3C(C(C(O3)CO)O)F)Cl)N. Cell line: UO-31. Synergy scores: CSS=1.84, Synergy_ZIP=-1.10, Synergy_Bliss=-0.596, Synergy_Loewe=-3.06, Synergy_HSA=-1.95.